From a dataset of Forward reaction prediction with 1.9M reactions from USPTO patents (1976-2016). Predict the product of the given reaction. Given the reactants COS([O-])(=O)=O.N1(C=[N+]2CCCC2)CCCC1.CC(C)([O-])C.[Na+].[C:24]([O:28][C:29]([N:31]1[C:35](=[O:36])[CH2:34][CH2:33][C@H:32]1CC1C=CC(C2C=CC=CC=2)=CC=1)=[O:30])([CH3:27])([CH3:26])[CH3:25], predict the reaction product. The product is: [C:24]([O:28][C:29]([N:31]1[CH2:32][CH2:33][CH2:34][C:35]1=[O:36])=[O:30])([CH3:27])([CH3:25])[CH3:26].